This data is from Reaction yield outcomes from USPTO patents with 853,638 reactions. The task is: Predict the reaction yield, written as a fraction of the theoretical maximum amount of product (1.0 means a 100% yield; for example, 0.34 means a 34% yield). (1) The reactants are [CH2:1]([O:8][C:9]([N:11]1[CH2:16][CH:15]([C:17](=[O:19])[NH2:18])[N:14]([CH2:20][CH2:21][CH2:22][C:23](OC(C)(C)C)=[O:24])[C:13](=[O:30])[C@@H:12]1[CH3:31])=[O:10])[C:2]1[CH:7]=[CH:6][CH:5]=[CH:4][CH:3]=1.Cl.Cl.[CH2:34]1[C:36]2([CH2:41][CH2:40][NH:39][CH2:38][C@H:37]2[OH:42])[CH2:35]1. No catalyst specified. The product is [CH2:1]([O:8][C:9]([N:11]1[CH2:16][C@H:15]([C:17](=[O:19])[NH2:18])[N:14]([CH2:20][CH2:21][CH2:22][C:23]([N:39]2[CH2:40][CH2:41][C:36]3([CH2:34][CH2:35]3)[C@H:37]([OH:42])[CH2:38]2)=[O:24])[C:13](=[O:30])[C@@H:12]1[CH3:31])=[O:10])[C:2]1[CH:3]=[CH:4][CH:5]=[CH:6][CH:7]=1. The yield is 0.220. (2) The reactants are [NH2:1][C:2]1[CH:10]=[CH:9][C:8]([Cl:11])=[CH:7][C:3]=1[C:4]([OH:6])=[O:5].P([O-])([O-])(O)=O.[Na+].[Na+].[C:19]([C:23]1[CH:28]=[CH:27][C:26]([S:29](Cl)(=[O:31])=[O:30])=[CH:25][CH:24]=1)([CH3:22])([CH3:21])[CH3:20].NC1C=CC=CC=1. The catalyst is O.O1CCOCC1. The product is [C:19]([C:23]1[CH:28]=[CH:27][C:26]([S:29]([NH:1][C:2]2[CH:10]=[CH:9][C:8]([Cl:11])=[CH:7][C:3]=2[C:4]([OH:6])=[O:5])(=[O:31])=[O:30])=[CH:25][CH:24]=1)([CH3:22])([CH3:20])[CH3:21]. The yield is 0.870. (3) The reactants are [CH3:1][C:2]1[C:6]([CH2:7][N:8]2[CH:12]=[C:11]([N:13]3[C:17](=[O:18])[CH2:16][NH:15][C:14]3=[O:19])[CH:10]=[N:9]2)=[C:5]([CH3:20])[O:4][N:3]=1.Br[CH2:22][C:23]1[CH:28]=[CH:27][CH:26]=[C:25]([CH3:29])[CH:24]=1. No catalyst specified. The product is [CH3:1][C:2]1[C:6]([CH2:7][N:8]2[CH:12]=[C:11]([N:13]3[C:17](=[O:18])[CH2:16][N:15]([CH2:22][C:23]4[CH:28]=[CH:27][CH:26]=[C:25]([CH3:29])[CH:24]=4)[C:14]3=[O:19])[CH:10]=[N:9]2)=[C:5]([CH3:20])[O:4][N:3]=1. The yield is 0.250. (4) The reactants are [C:1]([C:5]1[CH:14]=[CH:13][C:8]2[NH:9][C:10](Cl)=[N:11][C:7]=2[CH:6]=1)([CH3:4])([CH3:3])[CH3:2].[C:15]([O:19][C:20](=[O:47])[N:21]([CH2:26][C@@H:27]1[C@@H:34]2[C@@H:30]([O:31][C:32]([CH3:36])([CH3:35])[O:33]2)[C@H:29]([N:37]2[CH:45]=[N:44][C:43]3[C:38]2=[N:39][CH:40]=[N:41][C:42]=3[NH2:46])[O:28]1)[CH2:22][CH2:23][CH2:24][NH2:25])([CH3:18])([CH3:17])[CH3:16]. The catalyst is CCCCO. The product is [C:15]([O:19][C:20](=[O:47])[N:21]([CH2:26][C@@H:27]1[C@@H:34]2[C@@H:30]([O:31][C:32]([CH3:36])([CH3:35])[O:33]2)[C@H:29]([N:37]2[CH:45]=[N:44][C:43]3[C:38]2=[N:39][CH:40]=[N:41][C:42]=3[NH2:46])[O:28]1)[CH2:22][CH2:23][CH2:24][NH:25][C:10]1[NH:9][C:8]2[CH:13]=[CH:14][C:5]([C:1]([CH3:4])([CH3:3])[CH3:2])=[CH:6][C:7]=2[N:11]=1)([CH3:16])([CH3:17])[CH3:18]. The yield is 0.300.